Task: Predict the reactants needed to synthesize the given product.. Dataset: Full USPTO retrosynthesis dataset with 1.9M reactions from patents (1976-2016) (1) Given the product [CH2:1]([O:8][C:9]([NH:11][CH2:12][C:13]([C:15]1[CH:23]=[CH:22][C:18]([C:19]([Cl:27])=[O:20])=[CH:17][CH:16]=1)=[O:14])=[O:10])[C:2]1[CH:7]=[CH:6][CH:5]=[CH:4][CH:3]=1, predict the reactants needed to synthesize it. The reactants are: [CH2:1]([O:8][C:9]([NH:11][CH2:12][C:13]([C:15]1[CH:23]=[CH:22][C:18]([C:19](O)=[O:20])=[CH:17][CH:16]=1)=[O:14])=[O:10])[C:2]1[CH:7]=[CH:6][CH:5]=[CH:4][CH:3]=1.C(Cl)(=O)C([Cl:27])=O. (2) Given the product [C:37]([NH:40][C:41]1[CH:42]=[C:43]([CH:65]=[C:66]([CH:68]([CH3:70])[CH3:69])[CH:67]=1)[CH2:44][NH:45][CH2:46][C@@H:47]([OH:64])[C@@H:48]([NH:56][C:57](=[O:63])[O:58][C:59]([CH3:62])([CH3:61])[CH3:60])[CH2:49][C:50]1[CH:55]=[CH:54][CH:53]=[CH:52][CH:51]=1)(=[O:39])[CH3:38], predict the reactants needed to synthesize it. The reactants are: N[C@@H](CC1C=CC=CC=1)[C@H](O)CN(CC1C=C(N(C)S(C)(=O)=O)C=C(C(C)C)C=1)C(=O)OC(C)(C)C.[C:37]([NH:40][C:41]1[CH:42]=[C:43]([CH:65]=[C:66]([C:68]([CH3:70])=[CH2:69])[CH:67]=1)[CH2:44][NH:45][CH2:46][C@@H:47]([OH:64])[C@@H:48]([NH:56][C:57](=[O:63])[O:58][C:59]([CH3:62])([CH3:61])[CH3:60])[CH2:49][C:50]1[CH:55]=[CH:54][CH:53]=[CH:52][CH:51]=1)(=[O:39])[CH3:38]. (3) The reactants are: [CH3:1][C:2]1[C:6]([CH2:7][C:8]2[CH:13]=[CH:12][CH:11]=[C:10]([C:14]([F:17])([F:16])[F:15])[C:9]=2[CH3:18])=[C:5]([NH2:19])[NH:4][N:3]=1.O=[C:21]([C:25]1[CH:30]=[CH:29][N:28]=[CH:27][CH:26]=1)[CH2:22][C:23]#[N:24]. Given the product [CH3:1][C:2]1[C:6]([CH2:7][C:8]2[CH:13]=[CH:12][CH:11]=[C:10]([C:14]([F:15])([F:17])[F:16])[C:9]=2[CH3:18])=[C:5]2[N:19]=[C:21]([C:25]3[CH:30]=[CH:29][N:28]=[CH:27][CH:26]=3)[CH:22]=[C:23]([NH2:24])[N:4]2[N:3]=1, predict the reactants needed to synthesize it. (4) The reactants are: [CH:1]1[C:13]2[N:12]([C:14]3[CH:15]=[C:16]([C:20]4[O:24][C:23]([C:25]5[CH:26]=[C:27]([OH:31])[CH:28]=[CH:29][CH:30]=5)=[N:22][N:21]=4)[CH:17]=[CH:18][CH:19]=3)[C:11]3[C:6](=[CH:7][CH:8]=[CH:9][CH:10]=3)[C:5]=2[CH:4]=[CH:3][CH:2]=1.[C:32]([O:37][CH2:38][CH2:39]Br)(=[O:36])[C:33]([CH3:35])=[CH2:34].C([O-])([O-])=O.[K+].[K+].O. Given the product [C:32]([O:37][CH2:38][CH2:39][O:31][C:27]1[CH:28]=[CH:29][CH:30]=[C:25]([C:23]2[O:24][C:20]([C:16]3[CH:17]=[CH:18][CH:19]=[C:14]([N:12]4[C:11]5[CH:10]=[CH:9][CH:8]=[CH:7][C:6]=5[C:5]5[C:13]4=[CH:1][CH:2]=[CH:3][CH:4]=5)[CH:15]=3)=[N:21][N:22]=2)[CH:26]=1)(=[O:36])[C:33]([CH3:35])=[CH2:34], predict the reactants needed to synthesize it. (5) Given the product [NH2:1][C:2]1[C:3]2[C:10]([C:11]3[CH:12]=[CH:13][C:14]([Cl:18])=[C:15]([OH:17])[CH:16]=3)=[CH:9][N:8]([CH2:19][CH2:20][NH:21][CH2:27][C:26]3[CH:29]=[CH:30][C:23]([F:22])=[CH:24][CH:25]=3)[C:4]=2[N:5]=[CH:6][N:7]=1, predict the reactants needed to synthesize it. The reactants are: [NH2:1][C:2]1[C:3]2[C:10]([C:11]3[CH:12]=[CH:13][C:14]([Cl:18])=[C:15]([OH:17])[CH:16]=3)=[CH:9][N:8]([CH2:19][CH2:20][NH2:21])[C:4]=2[N:5]=[CH:6][N:7]=1.[F:22][C:23]1[CH:30]=[CH:29][C:26]([CH:27]=O)=[CH:25][CH:24]=1.C(O[BH-](OC(=O)C)OC(=O)C)(=O)C.[Na+].C(O)(=O)C. (6) Given the product [C:1]1([S:7]([C:10]2[CH:11]=[CH:12][C:13]([C:26]([F:28])([F:29])[F:27])=[C:14]([S:16]([NH:19][CH:20]3[CH2:25][CH2:24][N:23]([C:37]4[CH:42]=[CH:41][C:40]([C:43]([F:46])([F:45])[F:44])=[CH:39][CH:38]=4)[CH2:22][CH2:21]3)(=[O:18])=[O:17])[CH:15]=2)(=[O:9])=[O:8])[CH:2]=[CH:3][CH:4]=[CH:5][CH:6]=1, predict the reactants needed to synthesize it. The reactants are: [C:1]1([S:7]([C:10]2[CH:11]=[CH:12][C:13]([C:26]([F:29])([F:28])[F:27])=[C:14]([S:16]([NH:19][CH:20]3[CH2:25][CH2:24][NH:23][CH2:22][CH2:21]3)(=[O:18])=[O:17])[CH:15]=2)(=[O:9])=[O:8])[CH:6]=[CH:5][CH:4]=[CH:3][CH:2]=1.C(=O)([O-])[O-].[K+].[K+].F[C:37]1[CH:42]=[CH:41][C:40]([C:43]([F:46])([F:45])[F:44])=[CH:39][CH:38]=1.